Dataset: Catalyst prediction with 721,799 reactions and 888 catalyst types from USPTO. Task: Predict which catalyst facilitates the given reaction. (1) Reactant: [OH-].[K+].[CH:3]1([CH2:8][CH2:9][O:10][C:11]2[CH:16]=[CH:15][C:14]([N:17]([CH2:37][C:38]3[CH:43]=[CH:42][C:41]([O:44][CH3:45])=[CH:40][CH:39]=3)[S:18]([C:21]3[CH:22]=[C:23]4[C:28](=[CH:29][CH:30]=3)[CH2:27][N:26](C(=O)C(F)(F)F)[CH2:25][CH2:24]4)(=[O:20])=[O:19])=[C:13]([F:46])[CH:12]=2)[CH2:7][CH2:6][CH2:5][CH2:4]1. Product: [CH:3]1([CH2:8][CH2:9][O:10][C:11]2[CH:16]=[CH:15][C:14]([N:17]([CH2:37][C:38]3[CH:39]=[CH:40][C:41]([O:44][CH3:45])=[CH:42][CH:43]=3)[S:18]([C:21]3[CH:22]=[C:23]4[C:28](=[CH:29][CH:30]=3)[CH2:27][NH:26][CH2:25][CH2:24]4)(=[O:19])=[O:20])=[C:13]([F:46])[CH:12]=2)[CH2:7][CH2:6][CH2:5][CH2:4]1. The catalyst class is: 40. (2) Reactant: [N:1]([CH:4]([C:6]1[N:7]=[C:8]2[S:21][CH:20]=[CH:19][N:9]2[C:10](=[O:18])[C:11]=1[C:12]1[CH:17]=[CH:16][CH:15]=[CH:14][CH:13]=1)[CH3:5])=[N+]=[N-].CP(C)C.C(OCC)(=O)C. Product: [NH2:1][CH:4]([C:6]1[N:7]=[C:8]2[S:21][CH:20]=[CH:19][N:9]2[C:10](=[O:18])[C:11]=1[C:12]1[CH:17]=[CH:16][CH:15]=[CH:14][CH:13]=1)[CH3:5]. The catalyst class is: 30. (3) Reactant: [CH2:1]([O:3][C:4](=[O:11])[CH2:5][C:6](=O)[CH:7](Br)[CH3:8])[CH3:2].[F:12][C:13]([F:24])([F:23])[C:14]1[CH:22]=[CH:21][C:17]([C:18]([NH2:20])=[S:19])=[CH:16][CH:15]=1.O. Product: [CH2:1]([O:3][C:4](=[O:11])[CH2:5][C:6]1[N:20]=[C:18]([C:17]2[CH:16]=[CH:15][C:14]([C:13]([F:23])([F:12])[F:24])=[CH:22][CH:21]=2)[S:19][C:7]=1[CH3:8])[CH3:2]. The catalyst class is: 8. (4) Reactant: [Br:1]Br.[Cl:3][C:4]1[CH:5]=[C:6]([NH2:12])[C:7](=[CH:10][CH:11]=1)[O:8][CH3:9]. Product: [Cl:3][C:4]1[C:11]([Br:1])=[CH:10][C:7]([O:8][CH3:9])=[C:6]([NH2:12])[CH:5]=1. The catalyst class is: 4. (5) Reactant: [CH2:1]([NH2:4])[CH2:2][CH3:3].[Cl:5][C:6]1[N:7]=[C:8]([C:13]([NH:15][CH:16]2[CH2:21][CH2:20][N:19](C(OC(C)(C)C)=O)[CH2:18][C:17]2=O)=[O:14])[NH:9][C:10]=1[CH2:11][CH3:12].C(O)(=O)C.C([BH3-])#N.[Na+]. Product: [Cl:5][C:6]1[N:7]=[C:8]([C:13]([NH:15][C@@H:16]2[CH2:21][CH2:20][NH:19][CH2:18][C@H:17]2[NH:4][CH2:1][CH2:2][CH3:3])=[O:14])[NH:9][C:10]=1[CH2:11][CH3:12].[Cl:5][C:6]1[N:7]=[C:8]([C:13]([NH:15][C@H:16]2[CH2:21][CH2:20][NH:19][CH2:18][C@H:17]2[NH:4][CH2:1][CH2:2][CH3:3])=[O:14])[NH:9][C:10]=1[CH2:11][CH3:12]. The catalyst class is: 83. (6) Reactant: Cl.[Cl:2][C:3]1[CH:11]=[C:10]([O:12][CH:13]2[CH2:18][CH2:17][N:16]([CH:19]([CH3:21])[CH3:20])[CH2:15][CH2:14]2)[CH:9]=[CH:8][C:4]=1[C:5](Cl)=[O:6].CC[N:24]([CH2:27][C:28]1[CH:33]=[CH:32][CH:31]=[CH:30][CH:29]=1)[CH2:25]C.C=CC1C=CC=CC=1.C=CC1C=CC(C=C)=CC=1.C1C2C(=CC=CC=2)CN1. Product: [ClH:2].[Cl:2][C:3]1[CH:11]=[C:10]([O:12][CH:13]2[CH2:18][CH2:17][N:16]([CH:19]([CH3:21])[CH3:20])[CH2:15][CH2:14]2)[CH:9]=[CH:8][C:4]=1[C:5]([N:24]1[CH2:25][C:29]2[C:28](=[CH:33][CH:32]=[CH:31][CH:30]=2)[CH2:27]1)=[O:6]. The catalyst class is: 2.